This data is from Peptide-MHC class II binding affinity with 134,281 pairs from IEDB. The task is: Regression. Given a peptide amino acid sequence and an MHC pseudo amino acid sequence, predict their binding affinity value. This is MHC class II binding data. (1) The peptide sequence is NKELRLMYVNCVKKN. The MHC is DRB5_0101 with pseudo-sequence DRB5_0101. The binding affinity (normalized) is 0.648. (2) The binding affinity (normalized) is 0. The MHC is H-2-IAd with pseudo-sequence H-2-IAd. The peptide sequence is EYAEYAKYAEYAEYA. (3) The peptide sequence is VAEAAGKTKEGVLYV. The MHC is DRB3_0101 with pseudo-sequence DRB3_0101. The binding affinity (normalized) is 0.162. (4) The peptide sequence is IPQEWKPAITVKVLPA. The MHC is DRB1_0901 with pseudo-sequence DRB1_0901. The binding affinity (normalized) is 0.549.